Dataset: Forward reaction prediction with 1.9M reactions from USPTO patents (1976-2016). Task: Predict the product of the given reaction. Given the reactants Cl[C:2]1[C:7]([Cl:8])=[N:6][CH:5]=[CH:4][N:3]=1.[O:9]1[CH2:14][CH2:13][CH:12]([C:15]([O:17][CH3:18])=[O:16])[CH2:11][CH2:10]1.[Li+].C[Si]([N-][Si](C)(C)C)(C)C, predict the reaction product. The product is: [Cl:8][C:7]1[C:2]([C:12]2([C:15]([O:17][CH3:18])=[O:16])[CH2:13][CH2:14][O:9][CH2:10][CH2:11]2)=[N:3][CH:4]=[CH:5][N:6]=1.